This data is from Forward reaction prediction with 1.9M reactions from USPTO patents (1976-2016). The task is: Predict the product of the given reaction. (1) Given the reactants [C:1]([O:5][C:6](=[O:34])[CH2:7][N:8]1[C:16]2[C:11](=[CH:12][CH:13]=[C:14]([C:17]([O:19][CH3:20])=[O:18])[CH:15]=2)[C:10]([CH:21]2[CH2:26][CH2:25][CH2:24][CH2:23][CH2:22]2)=[C:9]1[C:27]1[CH:31]=[CH:30][S:29][C:28]=1[CH:32]=O)([CH3:4])([CH3:3])[CH3:2].[CH3:35][N:36]([CH3:40])[CH2:37][CH2:38][NH2:39].CC(O)=O.[BH3-]C#N.[Na+], predict the reaction product. The product is: [C:1]([O:5][C:6](=[O:34])[CH2:7][N:8]1[C:16]2[C:11](=[CH:12][CH:13]=[C:14]([C:17]([O:19][CH3:20])=[O:18])[CH:15]=2)[C:10]([CH:21]2[CH2:26][CH2:25][CH2:24][CH2:23][CH2:22]2)=[C:9]1[C:27]1[CH:31]=[CH:30][S:29][C:28]=1[CH2:32][NH:39][CH2:38][CH2:37][N:36]([CH3:40])[CH3:35])([CH3:4])([CH3:3])[CH3:2]. (2) Given the reactants C(N(C(C)C)CC)(C)C.Cl[C:11]1[CH:16]=[C:15]([N:17]([CH:25]2[CH2:27][CH2:26]2)[C:18](=[O:24])[O:19][C:20]([CH3:23])([CH3:22])[CH3:21])[N:14]2[N:28]=[CH:29][C:30]([CH:31]=[O:32])=[C:13]2[N:12]=1.[CH2:33]([SH:40])[C:34]1[CH:39]=[CH:38][CH:37]=[CH:36][CH:35]=1, predict the reaction product. The product is: [CH2:33]([S:40][C:11]1[CH:16]=[C:15]([N:17]([CH:25]2[CH2:27][CH2:26]2)[C:18](=[O:24])[O:19][C:20]([CH3:23])([CH3:22])[CH3:21])[N:14]2[N:28]=[CH:29][C:30]([CH:31]=[O:32])=[C:13]2[N:12]=1)[C:34]1[CH:39]=[CH:38][CH:37]=[CH:36][CH:35]=1. (3) Given the reactants Br[C:2]1[CH:3]=[CH:4][C:5]([F:10])=[C:6]([CH:9]=1)[C:7]#[N:8].C(N(CC)C(C)C)(C)C.[CH2:20]([SH:27])[C:21]1[CH:26]=[CH:25][CH:24]=[CH:23][CH:22]=1, predict the reaction product. The product is: [CH2:20]([S:27][C:2]1[CH:3]=[CH:4][C:5]([F:10])=[C:6]([CH:9]=1)[C:7]#[N:8])[C:21]1[CH:26]=[CH:25][CH:24]=[CH:23][CH:22]=1. (4) Given the reactants [Br:1][C:2]1[CH:7]=[CH:6][C:5]([C:8]2(OC)[CH2:10][CH2:9]2)=[CH:4][CH:3]=1.Cl[C:14]1C=C(Cl)C=C(Cl)[C:15]=1O.C([Zn]CC)C.C(I)I.BrC1C=CC(C(=C)CC)=CC=1, predict the reaction product. The product is: [Br:1][C:2]1[CH:7]=[CH:6][C:5]([C:8]2([CH2:14][CH3:15])[CH2:10][CH2:9]2)=[CH:4][CH:3]=1.